Dataset: Reaction yield outcomes from USPTO patents with 853,638 reactions. Task: Predict the reaction yield, written as a fraction of the theoretical maximum amount of product (1.0 means a 100% yield; for example, 0.34 means a 34% yield). (1) The reactants are Cl[C:2]1[N:7]=[C:6]([Cl:8])[N:5]=[C:4]2[N:9]([CH3:12])[N:10]=[CH:11][C:3]=12.C([Sn](CCCC)(CCCC)[C:18]([O:20][CH2:21][CH3:22])=[CH2:19])CCC. No catalyst specified. The product is [Cl:8][C:6]1[N:5]=[C:4]2[N:9]([CH3:12])[N:10]=[CH:11][C:3]2=[C:2]([C:18]([O:20][CH2:21][CH3:22])=[CH2:19])[N:7]=1. The yield is 0.550. (2) The reactants are OCCC(N1C2C(=CC=CC=2)CCC1CN1CCN(C2C=CC=CC=2OCC(F)(F)F)CC1)=O.C([O:42][CH2:43][CH2:44][C:45]([N:47]1[C:56]2[C:51](=[CH:52][CH:53]=[CH:54][CH:55]=2)[CH2:50][CH2:49][CH:48]1[CH2:57][N:58]1[CH2:63][CH2:62][N:61]([C:64]2[CH:72]=[CH:71][CH:70]=[C:69]3[C:65]=2[CH:66]=[CH:67][NH:68]3)[CH2:60][CH2:59]1)=[O:46])C1C=CC=CC=1. No catalyst specified. The product is [OH:42][CH2:43][CH2:44][C:45]([N:47]1[C:56]2[C:51](=[CH:52][CH:53]=[CH:54][CH:55]=2)[CH2:50][CH2:49][CH:48]1[CH2:57][N:58]1[CH2:59][CH2:60][N:61]([C:64]2[CH:72]=[CH:71][CH:70]=[C:69]3[C:65]=2[CH:66]=[CH:67][NH:68]3)[CH2:62][CH2:63]1)=[O:46]. The yield is 0.630. (3) The reactants are C[O:2][C:3]1[CH:4]=[C:5]2[C:10](=[CH:11][CH:12]=1)[C:9]([C:13]([C:15]1[CH:20]=[CH:19][C:18]([O:21][CH2:22][CH2:23][N:24]3[CH2:29][CH2:28][CH2:27][CH2:26][CH2:25]3)=[CH:17][CH:16]=1)=[O:14])=[C:8]([C:30]1[CH:35]=[CH:34][C:33]([F:36])=[C:32]([F:37])[C:31]=1[F:38])[CH:7]=[CH:6]2.B(Br)(Br)Br.C(=O)(O)[O-].[Na+].C(Cl)(Cl)Cl.C(O)(C)C. The catalyst is C(Cl)Cl. The product is [OH:2][C:3]1[CH:4]=[C:5]2[C:10](=[CH:11][CH:12]=1)[C:9]([C:13]([C:15]1[CH:16]=[CH:17][C:18]([O:21][CH2:22][CH2:23][N:24]3[CH2:25][CH2:26][CH2:27][CH2:28][CH2:29]3)=[CH:19][CH:20]=1)=[O:14])=[C:8]([C:30]1[CH:35]=[CH:34][C:33]([F:36])=[C:32]([F:37])[C:31]=1[F:38])[CH:7]=[CH:6]2. The yield is 0.740. (4) The reactants are Br[C:2]1[C:3]([C:15]2[CH:20]=[CH:19][N:18]=[CH:17][CH:16]=2)=[N:4][N:5]([C:7]2[CH:14]=[CH:13][C:10]([C:11]#[N:12])=[CH:9][N:8]=2)[CH:6]=1.[CH2:21]([O:28]/[N:29]=[C:30]1\[CH2:31][CH2:32][C:33]2[C:38]\1=[CH:37][CH:36]=[C:35](B(O)O)[CH:34]=2)[C:22]1[CH:27]=[CH:26][CH:25]=[CH:24][CH:23]=1.C(=O)([O-])[O-].[K+].[K+]. The catalyst is C(#N)C.O. The product is [CH2:21]([O:28]/[N:29]=[C:30]1\[CH2:31][CH2:32][C:33]2[C:38]\1=[CH:37][CH:36]=[C:35]([C:2]1[C:3]([C:15]3[CH:20]=[CH:19][N:18]=[CH:17][CH:16]=3)=[N:4][N:5]([C:7]3[CH:14]=[CH:13][C:10]([C:11]#[N:12])=[CH:9][N:8]=3)[CH:6]=1)[CH:34]=2)[C:22]1[CH:23]=[CH:24][CH:25]=[CH:26][CH:27]=1. The yield is 0.360. (5) The reactants are [OH:1][C@@H:2]([C:23]1[CH:28]=[CH:27][CH:26]=[CH:25][CH:24]=1)[CH2:3][CH2:4][N:5]1[CH2:10][CH2:9][CH:8]([C:11]2[CH:12]=[C:13]([NH:17][C:18](=[O:22])[CH:19]([CH3:21])[CH3:20])[CH:14]=[CH:15][CH:16]=2)[CH2:7][CH2:6]1.[CH3:29][O:30][C:31]1[CH:36]=[CH:35][C:34]([C:37](=[O:39])[CH3:38])=[CH:33][C:32]=1O.C1(P(C2C=CC=CC=2)C2C=CC=CC=2)C=CC=CC=1.N(C(OCC)=O)=NC(OCC)=O.N. The catalyst is C1COCC1.C(Cl)(Cl)Cl. The yield is 0.222. The product is [C:37]([C:34]1[CH:33]=[CH:32][C:31]([O:30][CH3:29])=[C:36]([CH:35]=1)[O:1][C@H:2]([C:23]1[CH:24]=[CH:25][CH:26]=[CH:27][CH:28]=1)[CH2:3][CH2:4][N:5]1[CH2:10][CH2:9][CH:8]([C:11]2[CH:12]=[C:13]([NH:17][C:18](=[O:22])[CH:19]([CH3:21])[CH3:20])[CH:14]=[CH:15][CH:16]=2)[CH2:7][CH2:6]1)(=[O:39])[CH3:38].